From a dataset of Peptide-MHC class II binding affinity with 134,281 pairs from IEDB. Regression. Given a peptide amino acid sequence and an MHC pseudo amino acid sequence, predict their binding affinity value. This is MHC class II binding data. (1) The peptide sequence is NASHCNEMSWIQSIP. The MHC is DRB1_0802 with pseudo-sequence DRB1_0802. The binding affinity (normalized) is 0.195. (2) The peptide sequence is SPEIKEEFVKIVQKRG. The MHC is DRB3_0101 with pseudo-sequence DRB3_0101. The binding affinity (normalized) is 0. (3) The peptide sequence is ATATATSAVGAPTGA. The MHC is DRB3_0101 with pseudo-sequence DRB3_0101. The binding affinity (normalized) is 0. (4) The peptide sequence is AGSYAADLGYGPATP. The MHC is DRB1_1201 with pseudo-sequence DRB1_1201. The binding affinity (normalized) is 0. (5) The peptide sequence is TLWQRPFVTIKIGGQLKEAL. The MHC is DRB1_0404 with pseudo-sequence QEFFIASGAAVDAIMEVHFDYYDLQRATYHVVFT. The binding affinity (normalized) is 0.379. (6) The peptide sequence is INISGYNLSLSAAVK. The MHC is DRB1_0404 with pseudo-sequence DRB1_0404. The binding affinity (normalized) is 0.704. (7) The peptide sequence is GGQSSFYSDWYQPAC. The MHC is DRB1_1501 with pseudo-sequence DRB1_1501. The binding affinity (normalized) is 0.0545. (8) The peptide sequence is WEALKYLWNLLQYWGQELK. The MHC is DRB5_0101 with pseudo-sequence DRB5_0101. The binding affinity (normalized) is 0.233. (9) The peptide sequence is NIRYLVMAIVSDFSS. The MHC is DRB1_0901 with pseudo-sequence DRB1_0901. The binding affinity (normalized) is 0.718. (10) The peptide sequence is ILQLLKDFLELLRYL. The MHC is HLA-DQA10401-DQB10402 with pseudo-sequence HLA-DQA10401-DQB10402. The binding affinity (normalized) is 0.0414.